This data is from Forward reaction prediction with 1.9M reactions from USPTO patents (1976-2016). The task is: Predict the product of the given reaction. (1) Given the reactants [CH3:1][N:2]1[CH:6]=[C:5]([C:7]2[CH:20]=[CH:19][C:10]3[N:11]=[C:12]([N:14]4[CH2:17][C:16](=O)[CH2:15]4)[S:13][C:9]=3[CH:8]=2)[CH:4]=[N:3]1.[NH:21]1[CH2:25][CH2:24][CH2:23][CH2:22]1.C(O)(=O)C.C(O[BH-](OC(=O)C)OC(=O)C)(=O)C.[Na+], predict the reaction product. The product is: [CH3:1][N:2]1[CH:6]=[C:5]([C:7]2[CH:20]=[CH:19][C:10]3[N:11]=[C:12]([N:14]4[CH2:17][CH:16]([N:21]5[CH2:25][CH2:24][CH2:23][CH2:22]5)[CH2:15]4)[S:13][C:9]=3[CH:8]=2)[CH:4]=[N:3]1. (2) Given the reactants [Cl:1][C:2]1[CH:3]=[CH:4][C:5]2[N:6]([C:8]([CH2:11][O:12][CH3:13])=[CH:9][N:10]=2)[N:7]=1.[NH2:14][CH2:15][C:16]1[CH:21]=[CH:20][CH:19]=[CH:18][N:17]=1.Cl.[CH3:23]COCC, predict the reaction product. The product is: [ClH:1].[CH2:13]([O:12][CH2:11][C:8]1[N:6]2[N:7]=[C:2]([NH:14][CH2:15][C:16]3[CH:21]=[CH:20][CH:19]=[CH:18][N:17]=3)[CH:3]=[CH:4][C:5]2=[N:10][CH:9]=1)[CH3:23]. (3) Given the reactants [CH3:1][S:2]([N:5]1[CH2:14][CH2:13][C:12]2[C:7](=[CH:8][CH:9]=[C:10]([O:15][CH2:16][CH2:17][CH2:18][CH:19]3[CH2:24][CH2:23][N:22](C(OC(C)(C)C)=O)[CH2:21][CH2:20]3)[CH:11]=2)[CH2:6]1)(=[O:4])=[O:3].C(O)(C(F)(F)F)=O, predict the reaction product. The product is: [CH3:1][S:2]([N:5]1[CH2:14][CH2:13][C:12]2[C:7](=[CH:8][CH:9]=[C:10]([O:15][CH2:16][CH2:17][CH2:18][CH:19]3[CH2:20][CH2:21][NH:22][CH2:23][CH2:24]3)[CH:11]=2)[CH2:6]1)(=[O:3])=[O:4]. (4) Given the reactants [F:1][C:2]1[C:7]([O:8][CH3:9])=[CH:6][C:5]([O:10][CH3:11])=[C:4]([F:12])[C:3]=1[CH2:13][CH2:14][C:15]1[CH:16]=[N:17][C:18]([NH:21][C:22]2[CH:23]=[N:24][N:25]([CH:27]3[CH2:32][CH2:31][N:30](C(OC(C)(C)C)=O)[CH2:29][CH2:28]3)[CH:26]=2)=[N:19][CH:20]=1.Cl.C(OCC)(=O)C, predict the reaction product. The product is: [F:1][C:2]1[C:7]([O:8][CH3:9])=[CH:6][C:5]([O:10][CH3:11])=[C:4]([F:12])[C:3]=1[CH2:13][CH2:14][C:15]1[CH:16]=[N:17][C:18]([NH:21][C:22]2[CH:23]=[N:24][N:25]([CH:27]3[CH2:28][CH2:29][NH:30][CH2:31][CH2:32]3)[CH:26]=2)=[N:19][CH:20]=1. (5) Given the reactants C(=O)([O-])[O:2][CH:3](CC=C)[C:4]1[S:5][C:6]2[CH:12]=[CH:11][C:10]([NH2:13])=[CH:9][C:7]=2[N:8]=1.[CH3:19][O:20][C:21]1[CH:29]=[CH:28][C:24]([C:25](O)=[O:26])=[C:23]([CH3:30])[CH:22]=1.C(Cl)CCl, predict the reaction product. The product is: [OH:2][CH2:3][C:4]1[S:5][C:6]2[CH:12]=[CH:11][C:10]([NH:13][C:25](=[O:26])[C:24]3[CH:28]=[CH:29][C:21]([O:20][CH3:19])=[CH:22][C:23]=3[CH3:30])=[CH:9][C:7]=2[N:8]=1. (6) Given the reactants [CH2:10]1[CH2:15][CH2:14][CH:13](N=C=N[CH:10]2[CH2:15][CH2:14][CH2:13][CH2:12][CH2:11]2)[CH2:12][CH2:11]1.C1C=CC2N(O)[N:23]=[N:22][C:20]=2C=1.[C:26]1([CH3:35])[C:27]([C:32]([OH:34])=O)=[CH:28][CH:29]=[CH:30][CH:31]=1.C(O)[C:37]([NH2:42])([CH2:40][OH:41])[CH2:38]O.[N-]=C=[O:46], predict the reaction product. The product is: [NH2:42][C@H:37]([CH2:38][CH:10]1[CH2:11][CH2:12][CH2:13][CH2:14][CH2:15]1)[CH:40]([OH:41])[C:20]([NH:22][NH:23][C:32](=[O:34])[C:27]1[CH:28]=[CH:29][CH:30]=[CH:31][C:26]=1[CH3:35])=[O:46].